From a dataset of Forward reaction prediction with 1.9M reactions from USPTO patents (1976-2016). Predict the product of the given reaction. (1) The product is: [C:3]12([CH2:2][NH:1][C:15]3[C:14]([Cl:13])=[CH:26][C:18]([C:19]([NH:21][S:22]([CH3:25])(=[O:24])=[O:23])=[O:20])=[C:17]([F:27])[CH:16]=3)[CH2:12][CH:7]3[CH2:6][CH:5]([CH2:11][CH:9]([CH2:8]3)[CH2:10]1)[CH2:4]2. Given the reactants [NH2:1][CH2:2][C:3]12[CH2:12][CH:7]3[CH2:8][CH:9]([CH2:11][CH:5]([CH2:6]3)[CH2:4]1)[CH2:10]2.[Cl:13][C:14]1[C:15](F)=[CH:16][C:17]([F:27])=[C:18]([CH:26]=1)[C:19]([NH:21][S:22]([CH3:25])(=[O:24])=[O:23])=[O:20].C(=O)([O-])[O-].[K+].[K+], predict the reaction product. (2) Given the reactants Cl[C:2]1[CH:11]=[C:10]([C:12]2[CH:17]=[CH:16][CH:15]=[CH:14][CH:13]=2)[C:9]2[C:4](=[CH:5][C:6]([S:18][C:19]3[CH:20]=[C:21]([C:25]([OH:30])([CH2:28][CH3:29])[CH2:26][CH3:27])[CH:22]=[CH:23][CH:24]=3)=[CH:7][CH:8]=2)[N:3]=1.[C:31](=[NH:44])([C:38]1[CH:43]=[CH:42][CH:41]=[CH:40][CH:39]=1)[C:32]1[CH:37]=[CH:36][CH:35]=[CH:34][CH:33]=1.CC(C)([O-])C.[Na+].C1C=CC(P(C2C(C3C(P(C4C=CC=CC=4)C4C=CC=CC=4)=CC=C4C=3C=CC=C4)=C3C(C=CC=C3)=CC=2)C2C=CC=CC=2)=CC=1, predict the reaction product. The product is: [C:31](=[N:44][C:2]1[CH:11]=[C:10]([C:12]2[CH:17]=[CH:16][CH:15]=[CH:14][CH:13]=2)[C:9]2[C:4](=[CH:5][C:6]([S:18][C:19]3[CH:20]=[C:21]([C:25]([OH:30])([CH2:28][CH3:29])[CH2:26][CH3:27])[CH:22]=[CH:23][CH:24]=3)=[CH:7][CH:8]=2)[N:3]=1)([C:38]1[CH:39]=[CH:40][CH:41]=[CH:42][CH:43]=1)[C:32]1[CH:37]=[CH:36][CH:35]=[CH:34][CH:33]=1. (3) Given the reactants [CH:1]1([CH2:4][O:5][C:6]2[N:11]=[C:10]([C:12]([OH:14])=O)[CH:9]=[CH:8][C:7]=2[N:15]2[CH2:18][C:17]([F:20])([F:19])[CH2:16]2)[CH2:3][CH2:2]1.[NH2:21][C@@H:22]([CH2:27][CH:28]1[CH2:30][CH2:29]1)[C:23]([CH3:26])([OH:25])[CH3:24], predict the reaction product. The product is: [CH:28]1([CH2:27][C@H:22]([NH:21][C:12]([C:10]2[CH:9]=[CH:8][C:7]([N:15]3[CH2:18][C:17]([F:20])([F:19])[CH2:16]3)=[C:6]([O:5][CH2:4][CH:1]3[CH2:2][CH2:3]3)[N:11]=2)=[O:14])[C:23]([OH:25])([CH3:26])[CH3:24])[CH2:30][CH2:29]1. (4) Given the reactants [CH3:1][C:2]1[CH:3]=[C:4]2[N:9]([C:10]=1[C:11]([C:13]1[CH:18]=[CH:17][C:16]([N+:19]([O-])=O)=[CH:15][CH:14]=1)=[O:12])[CH:8]=[CH:7][CH:6]=[CH:5]2.O.C(O)C, predict the reaction product. The product is: [NH2:19][C:16]1[CH:15]=[CH:14][C:13]([C:11]([C:10]2[N:9]3[C:4]([CH:5]=[CH:6][CH:7]=[CH:8]3)=[CH:3][C:2]=2[CH3:1])=[O:12])=[CH:18][CH:17]=1. (5) Given the reactants Br[C:2]1[C:12]2[O:11][CH2:10][CH2:9][N:8]([C:13]([O:15][C:16]([CH3:19])([CH3:18])[CH3:17])=[O:14])[CH2:7][C:6]=2[CH:5]=[CH:4][CH:3]=1.[NH:20]1[CH2:24][CH2:23][CH2:22][CH2:21]1.CC(C1C=C(C(C)C)C(C2C=CC=CC=2P(C2CCCCC2)C2CCCCC2)=C(C(C)C)C=1)C.CC(C)([O-])C.[Na+], predict the reaction product. The product is: [N:20]1([C:2]2[C:12]3[O:11][CH2:10][CH2:9][N:8]([C:13]([O:15][C:16]([CH3:19])([CH3:18])[CH3:17])=[O:14])[CH2:7][C:6]=3[CH:5]=[CH:4][CH:3]=2)[CH2:24][CH2:23][CH2:22][CH2:21]1.